This data is from Catalyst prediction with 721,799 reactions and 888 catalyst types from USPTO. The task is: Predict which catalyst facilitates the given reaction. Reactant: [CH3:1][C:2]1[CH:7]=[C:6]([C:8]2[CH:9]=[CH:10][C:11]3[N:18]4[CH2:19][C@H:14]([CH2:15][CH2:16][CH2:17]4)[NH:13][C:12]=3[N:20]=2)[CH:5]=[CH:4][N:3]=1.C(N(CC)CC)C.ClC(Cl)(O[C:32](=O)[O:33][C:34](Cl)(Cl)Cl)Cl.C[O:41][C:42]1[N:47]=[C:46]([NH2:48])[CH:45]=[N:44][CH:43]=1. Product: [CH3:34][O:33][C:32]1[N:48]=[C:46]([NH:47][C:42]([N:13]2[C@@H:14]3[CH2:19][N:18]([CH2:17][CH2:16][CH2:15]3)[C:11]3[CH:10]=[CH:9][C:8]([C:6]4[CH:5]=[CH:4][N:3]=[C:2]([CH3:1])[CH:7]=4)=[N:20][C:12]2=3)=[O:41])[CH:45]=[N:44][CH:43]=1. The catalyst class is: 7.